Dataset: Reaction yield outcomes from USPTO patents with 853,638 reactions. Task: Predict the reaction yield, written as a fraction of the theoretical maximum amount of product (1.0 means a 100% yield; for example, 0.34 means a 34% yield). The reactants are Cl.COC[O:5][C:6]1[CH:7]=[CH:8][C:9]2[C@@H:10]3[C@@H:18]([C@H:19]([CH2:24][CH2:25][CH2:26][CH2:27][O:28][CH2:29][CH2:30][O:31][CH2:32][CH2:33][O:34][CH2:35][CH2:36][O:37][CH2:38][CH2:39][O:40][CH2:41][C:42]4[CH:47]=[CH:46][CH:45]=[CH:44][CH:43]=4)[C:20](=[O:23])[C:21]=2[CH:22]=1)[C@H:17]1[C@@:13]([CH3:52])([C@@H:14]([O:48]COC)[CH2:15][CH2:16]1)[CH2:12][CH2:11]3.O. The catalyst is C1COCC1. The product is [OH:5][C:6]1[CH:7]=[CH:8][C:9]2[C@@H:10]3[C@@H:18]([C@H:19]([CH2:24][CH2:25][CH2:26][CH2:27][O:28][CH2:29][CH2:30][O:31][CH2:32][CH2:33][O:34][CH2:35][CH2:36][O:37][CH2:38][CH2:39][O:40][CH2:41][C:42]4[CH:47]=[CH:46][CH:45]=[CH:44][CH:43]=4)[C:20](=[O:23])[C:21]=2[CH:22]=1)[C@H:17]1[C@@:13]([CH3:52])([C@@H:14]([OH:48])[CH2:15][CH2:16]1)[CH2:12][CH2:11]3. The yield is 0.990.